From a dataset of Catalyst prediction with 721,799 reactions and 888 catalyst types from USPTO. Predict which catalyst facilitates the given reaction. (1) Reactant: [NH:1]1[CH2:5][CH2:4][CH:3]([CH:6]([N:10]2[CH:14]=[C:13]([C:15]3[C:16]4[CH:23]=[CH:22][N:21]([CH2:24][O:25][CH2:26][CH2:27][Si:28]([CH3:31])([CH3:30])[CH3:29])[C:17]=4[N:18]=[CH:19][N:20]=3)[CH:12]=[N:11]2)[CH2:7][C:8]#[N:9])[CH2:2]1.[Cl:32][C:33]1[CH:38]=[CH:37][CH:36]=[C:35](Cl)[N:34]=1.C(N(CC)C(C)C)(C)C. Product: [Cl:32][C:33]1[N:34]=[C:35]([N:1]2[CH2:5][CH2:4][CH:3]([CH:6]([N:10]3[CH:14]=[C:13]([C:15]4[C:16]5[CH:23]=[CH:22][N:21]([CH2:24][O:25][CH2:26][CH2:27][Si:28]([CH3:30])([CH3:29])[CH3:31])[C:17]=5[N:18]=[CH:19][N:20]=4)[CH:12]=[N:11]3)[CH2:7][C:8]#[N:9])[CH2:2]2)[CH:36]=[CH:37][CH:38]=1. The catalyst class is: 37. (2) Reactant: C([O:3][C:4](=[O:30])[CH:5]([N:15]1[CH2:19][C:18]([O:20][C:21]2[C:26]([F:27])=[CH:25][CH:24]=[CH:23][C:22]=2[F:28])=[CH:17][C:16]1=[O:29])[CH2:6][C:7]1[C:12]([F:13])=[CH:11][CH:10]=[CH:9][C:8]=1[F:14])C.O.[OH-].[Li+].Cl. Product: [F:28][C:22]1[CH:23]=[CH:24][CH:25]=[C:26]([F:27])[C:21]=1[O:20][C:18]1[CH2:19][N:15]([CH:5]([CH2:6][C:7]2[C:8]([F:14])=[CH:9][CH:10]=[CH:11][C:12]=2[F:13])[C:4]([OH:30])=[O:3])[C:16](=[O:29])[CH:17]=1. The catalyst class is: 30. (3) Reactant: [CH3:1][O:2][C:3](=[O:16])[O:4][C:5]1[CH:14]=[C:13]([OH:15])[C:12]2[C:7](=[CH:8][CH:9]=[CH:10][CH:11]=2)[CH:6]=1.[CH3:17][Si:18]([CH3:25])([CH3:24])[CH2:19][CH2:20][O:21][CH2:22]Cl.C(N(C(C)C)C(C)C)C. Product: [CH3:17][Si:18]([CH3:25])([CH3:24])[CH2:19][CH2:20][O:21][CH2:22][O:15][C:13]1[C:12]2[C:7](=[CH:8][CH:9]=[CH:10][CH:11]=2)[CH:6]=[C:5]([O:4][C:3](=[O:16])[O:2][CH3:1])[CH:14]=1. The catalyst class is: 2. (4) Reactant: O[C:2]1[CH:7]=[CH:6][CH:5]=[CH:4][C:3]=1[NH:8][C:9](=[O:19])[C:10]1[CH:15]=[CH:14][C:13]([CH3:16])=[C:12]([O:17][CH3:18])[CH:11]=1.O.C1(C)C=CC(S(O)(=O)=O)=CC=1. Product: [CH3:18][O:17][C:12]1[CH:11]=[C:10]([C:9]2[O:19][C:2]3[CH:7]=[CH:6][CH:5]=[CH:4][C:3]=3[N:8]=2)[CH:15]=[CH:14][C:13]=1[CH3:16]. The catalyst class is: 11. (5) Reactant: [OH:1][C:2]1[CH:3]=[N:4][C:5]([NH:8]C(=O)CCCCC)=[N:6][CH:7]=1.[OH-].[Na+].[CH3:18][S:19][CH2:20][CH2:21]Cl.CO. Product: [CH3:18][S:19][CH2:20][CH2:21][O:1][C:2]1[CH:7]=[N:6][C:5]([NH2:8])=[N:4][CH:3]=1. The catalyst class is: 32.